Dataset: Forward reaction prediction with 1.9M reactions from USPTO patents (1976-2016). Task: Predict the product of the given reaction. (1) The product is: [CH3:10][C:9]1[CH2:8][N:4]([NH:3][C:2](=[O:6])[CH3:1])[C:5](=[O:7])[NH:13][N:14]=1. Given the reactants [CH3:1][C:2]1[O:6][C:5](=[O:7])[N:4]([CH2:8][C:9](=O)[CH3:10])[N:3]=1.O.[NH2:13][NH2:14].C(O)(=O)C(O)=O, predict the reaction product. (2) Given the reactants [CH3:1][O:2][CH:3]([O:16][CH3:17])[C:4]1[C:13]([CH:14]=O)=[CH:12][C:11]2[CH2:10][CH2:9][CH2:8][NH:7][C:6]=2[N:5]=1.[CH2:18]1[C:21]2([CH2:25][CH2:24][CH2:23][NH:22]2)[CH2:20][O:19]1.CCN(C(C)C)C(C)C.C(O[BH-](OC(=O)C)OC(=O)C)(=O)C.[Na+], predict the reaction product. The product is: [CH3:1][O:2][CH:3]([O:16][CH3:17])[C:4]1[C:13]([CH2:14][N:22]2[CH2:23][CH2:24][CH2:25][C:21]32[CH2:18][O:19][CH2:20]3)=[CH:12][C:11]2[CH2:10][CH2:9][CH2:8][NH:7][C:6]=2[N:5]=1. (3) Given the reactants C([SiH](CC)CC)C.[CH:8]1([NH:11][C:12](=[O:24])[CH2:13][O:14][C:15]2[CH:20]=[CH:19][CH:18]=[C:17]([N+:21]([O-])=O)[CH:16]=2)[CH2:10][CH2:9]1, predict the reaction product. The product is: [NH2:21][C:17]1[CH:16]=[C:15]([CH:20]=[CH:19][CH:18]=1)[O:14][CH2:13][C:12]([NH:11][CH:8]1[CH2:9][CH2:10]1)=[O:24]. (4) The product is: [CH:27]([C:20]1[C:21]2[C:26](=[CH:25][CH:24]=[CH:23][CH:22]=2)[C:17]([O:16][CH2:15][CH2:14][CH2:13][CH2:12][CH2:11][CH:5]([C:4]([OH:29])=[O:3])[C:6]([OH:8])=[O:7])=[CH:18][CH:19]=1)=[O:28]. Given the reactants C([O:3][C:4](=[O:29])[CH:5]([CH2:11][CH2:12][CH2:13][CH2:14][CH2:15][O:16][C:17]1[C:26]2[C:21](=[CH:22][CH:23]=[CH:24][CH:25]=2)[C:20]([CH:27]=[O:28])=[CH:19][CH:18]=1)[C:6]([O:8]CC)=[O:7])C.[OH-].[Na+], predict the reaction product. (5) The product is: [CH3:8][C@H:7]1[CH2:6][NH:5][C:3](=[O:4])[CH2:2][N:9]1[C:10]([O:11][C:12]([CH3:15])([CH3:14])[CH3:13])=[O:16]. Given the reactants Cl[CH2:2][C:3]([NH:5][CH2:6][C@@H:7]([NH:9][C:10](=[O:16])[O:11][C:12]([CH3:15])([CH3:14])[CH3:13])[CH3:8])=[O:4].C(=O)([O-])[O-].[K+].[K+].CC(OC(OC(OC(C)(C)C)=O)=O)(C)C.O, predict the reaction product. (6) Given the reactants [CH:1]12[CH2:7][CH:4]([CH:5]=[CH:6]1)[CH2:3][CH:2]2C[OH:9].C(N(CC)CC)C.[C:17](Cl)(=O)[CH:18]=[CH:19][C:20]1C=CC=[CH:22][CH:21]=1.[CH2:28]1[CH2:32][O:31][CH2:30][CH2:29]1, predict the reaction product. The product is: [CH:1]12[CH2:7][CH:4]([CH:3]=[CH:2]1)[CH2:5][CH2:6]2.[CH3:22][C:21]1[CH:20]=[CH:19][CH:18]=[CH:17][C:32]=1[CH:28]=[CH:29][C:30]([O-:9])=[O:31].